Regression. Given a peptide amino acid sequence and an MHC pseudo amino acid sequence, predict their binding affinity value. This is MHC class I binding data. From a dataset of Peptide-MHC class I binding affinity with 185,985 pairs from IEDB/IMGT. (1) The peptide sequence is AYERMCTIL. The MHC is H-2-Kd with pseudo-sequence H-2-Kd. The binding affinity (normalized) is 0.868. (2) The peptide sequence is NPIVLHNGM. The MHC is HLA-B07:02 with pseudo-sequence HLA-B07:02. The binding affinity (normalized) is 0.309.